The task is: Regression. Given a peptide amino acid sequence and an MHC pseudo amino acid sequence, predict their binding affinity value. This is MHC class I binding data.. This data is from Peptide-MHC class I binding affinity with 185,985 pairs from IEDB/IMGT. (1) The peptide sequence is RQGWARAML. The MHC is HLA-B27:05 with pseudo-sequence HLA-B27:05. The binding affinity (normalized) is 0.514. (2) The peptide sequence is MCFHQHLMY. The MHC is HLA-B15:01 with pseudo-sequence HLA-B15:01. The binding affinity (normalized) is 0.328. (3) The peptide sequence is EEMNLPGRW. The MHC is HLA-A68:01 with pseudo-sequence HLA-A68:01. The binding affinity (normalized) is 0. (4) The peptide sequence is RYVLMDGSI. The MHC is HLA-A30:02 with pseudo-sequence HLA-A30:02. The binding affinity (normalized) is 0.163. (5) The peptide sequence is IQKGMFVVK. The MHC is HLA-B39:01 with pseudo-sequence HLA-B39:01. The binding affinity (normalized) is 0.0847. (6) The peptide sequence is ISFQQTNAM. The MHC is HLA-A11:01 with pseudo-sequence HLA-A11:01. The binding affinity (normalized) is 0.